Task: Predict the product of the given reaction.. Dataset: Forward reaction prediction with 1.9M reactions from USPTO patents (1976-2016) (1) Given the reactants [NH:1]([C:3]1[CH:8]=[CH:7][C:6]([S:9]([CH3:12])(=[O:11])=[O:10])=[CH:5][N:4]=1)[NH2:2].[F:13][C:14]([F:27])([F:26])[C:15](=O)[CH2:16][C:17]([C:19]1[CH:24]=[CH:23][CH:22]=[CH:21][CH:20]=1)=O.S(=O)(=O)(O)O, predict the reaction product. The product is: [CH3:12][S:9]([C:6]1[CH:7]=[CH:8][C:3]([N:1]2[C:17]([C:19]3[CH:24]=[CH:23][CH:22]=[CH:21][CH:20]=3)=[CH:16][C:15]([C:14]([F:13])([F:26])[F:27])=[N:2]2)=[N:4][CH:5]=1)(=[O:10])=[O:11]. (2) Given the reactants [CH3:1][C@@H:2]([CH2:6][CH2:7][CH:8]=[CH2:9])[C:3]([OH:5])=[O:4].C(O[CH2:18][C:19]([Cl:22])([Cl:21])[Cl:20])(=O)CCCC=C, predict the reaction product. The product is: [CH3:1][C@@H:2]([CH2:6][CH2:7][CH:8]=[CH2:9])[C:3]([O:5][CH2:18][C:19]([Cl:22])([Cl:21])[Cl:20])=[O:4]. (3) Given the reactants [NH2:1][C:2]([C:4]1[C:14]([NH:15][CH:16]([CH2:19][CH3:20])[CH2:17][CH3:18])=[CH:13][C:7]([C:8]([O:10]CC)=[O:9])=[C:6]([Cl:21])[CH:5]=1)=[O:3].[OH-].[Na+], predict the reaction product. The product is: [NH2:1][C:2]([C:4]1[C:14]([NH:15][CH:16]([CH2:19][CH3:20])[CH2:17][CH3:18])=[CH:13][C:7]([C:8]([OH:10])=[O:9])=[C:6]([Cl:21])[CH:5]=1)=[O:3]. (4) Given the reactants [CH3:1][O:2][C:3]1[C:12]([O:13][CH3:14])=[CH:11][C:10]2[C:5](=[CH:6][CH:7]=[CH:8][CH:9]=2)[CH:4]=1.[Cl-].[Al+3].[Cl-].[Cl-].[Cl:19][CH2:20][CH2:21][CH2:22][C:23](Cl)=[O:24], predict the reaction product. The product is: [Cl:19][CH2:20][CH2:21][CH2:22][C:23]([C:7]1[CH:8]=[CH:9][C:10]2[C:5](=[CH:4][C:3]([O:2][CH3:1])=[C:12]([O:13][CH3:14])[CH:11]=2)[CH:6]=1)=[O:24]. (5) Given the reactants [Si]([O:8][CH2:9][C:10]1[CH:11]=[C:12]([C:25]2[CH:26]=[CH:27][C:28]3[C:39]4=[C:40]5[C:31]([CH:32]=[CH:33][CH:34]=[C:35]5[CH:36]=[CH:37][C:38]=24)=[CH:30][CH:29]=3)[CH:13]=[C:14]([CH2:16][O:17][Si](C(C)(C)C)(C)C)[CH:15]=1)(C(C)(C)C)(C)C.[C:41](Cl)([C:58]1[CH:63]=[CH:62][CH:61]=[CH:60][CH:59]=1)([C:50]1[CH:57]=[CH:56][C:53]([O:54][CH3:55])=[CH:52][CH:51]=1)[C:42]1[CH:49]=[CH:48][C:45]([O:46][CH3:47])=[CH:44][CH:43]=1, predict the reaction product. The product is: [OH:8][CH2:9][C:10]1[CH:11]=[C:12]([C:25]2[C:38]3[C:39]4=[C:40]5[C:35](=[CH:36][CH:37]=3)[CH:34]=[CH:33][CH:32]=[C:31]5[CH:30]=[CH:29][C:28]4=[CH:27][CH:26]=2)[CH:13]=[C:14]([CH2:16][O:17][C:41]([C:58]2[CH:63]=[CH:62][CH:61]=[CH:60][CH:59]=2)([C:50]2[CH:57]=[CH:56][C:53]([O:54][CH3:55])=[CH:52][CH:51]=2)[C:42]2[CH:49]=[CH:48][C:45]([O:46][CH3:47])=[CH:44][CH:43]=2)[CH:15]=1.